Dataset: Full USPTO retrosynthesis dataset with 1.9M reactions from patents (1976-2016). Task: Predict the reactants needed to synthesize the given product. (1) Given the product [CH3:26][N:27]1[C:28]2[CH:33]=[CH:32][CH:31]=[CH:30][C:29]=2[N:34]=[C:1]1[C:2]1[CH:17]=[CH:13][CH:14]=[C:4]([N:5]2[CH2:6][CH2:7][CH2:8][N:9]([CH:11]3[CH2:35][CH2:36][N:37]([CH:38]([CH3:39])[CH3:40])[CH2:41][CH2:43]3)[CH2:10][CH2:44]2)[N:3]=1, predict the reactants needed to synthesize it. The reactants are: [CH3:1][CH2:2][N:3]=[C:4]=[N:5][CH2:6][CH2:7][CH2:8][N:9]([CH3:11])[CH3:10].Cl.[CH2:13]1[CH:17]2C3C(=O)N(O)C(=O)C3[CH:14]1C=C2.[CH3:26][NH:27][C:28]1[CH:33]=[CH:32][CH:31]=[CH:30][C:29]=1[NH2:34].[CH3:35][CH2:36][N:37]([CH:41]([CH3:43])C)[CH:38]([CH3:40])[CH3:39].[CH2:44](Cl)Cl. (2) Given the product [NH2:8][C:6]1[CH:5]=[CH:4][C:3]([N:11]2[CH2:16][CH2:15][CH:14]([C:17]3[O:21][C:20](=[O:22])[N:19]([CH3:23])[N:18]=3)[CH2:13][CH2:12]2)=[C:2]([F:1])[CH:7]=1, predict the reactants needed to synthesize it. The reactants are: [F:1][C:2]1[CH:7]=[C:6]([N+:8]([O-])=O)[CH:5]=[CH:4][C:3]=1[N:11]1[CH2:16][CH2:15][CH:14]([C:17]2[O:21][C:20](=[O:22])[N:19]([CH3:23])[N:18]=2)[CH2:13][CH2:12]1.O.O.Cl[Sn]Cl. (3) Given the product [F:1][C:2]([F:8])([F:7])[S:3]([O-:6])(=[O:5])=[O:4].[C:16]([C:15]1[CH:14]=[CH:13][C:12]([N+:20]([CH3:22])([CH3:21])[CH3:23])=[CH:11][C:10]=1[Cl:9])([OH:18])=[O:17], predict the reactants needed to synthesize it. The reactants are: [F:1][C:2]([F:8])([F:7])[S:3]([O-:6])(=[O:5])=[O:4].[Cl:9][C:10]1[CH:11]=[C:12]([N+:20]([CH3:23])([CH3:22])[CH3:21])[CH:13]=[CH:14][C:15]=1[C:16]([O:18]C)=[O:17].FC(F)(F)C(O)=O.